From a dataset of Catalyst prediction with 721,799 reactions and 888 catalyst types from USPTO. Predict which catalyst facilitates the given reaction. (1) Reactant: [Cl:1][C:2]1[S:9][C:8]2[C:7]3([CH:13]([C:14]4[CH:19]=[CH:18][CH:17]=[C:16]([Cl:20])[C:15]=4[F:21])[CH:12]([C:22]([NH:24][C:25]4[CH:30]=[CH:29][C:28]([C:31]#[N:32])=[CH:27][C:26]=4[O:33][CH3:34])=[O:23])[NH:11][CH:10]3[CH2:35][C:36]([CH3:39])([CH3:38])[CH3:37])[C:6](=[O:40])[NH:5][C:4]=2[CH:3]=1.[OH:41]O.[OH-].[Na+]. Product: [C:31]([C:28]1[CH:29]=[CH:30][C:25]([NH:24][C:22]([CH:12]2[NH:11][CH:10]([CH2:35][C:36]([CH3:37])([CH3:39])[CH3:38])[C:7]3([C:6](=[O:40])[NH:5][C:4]4[CH:3]=[C:2]([Cl:1])[S:9][C:8]3=4)[CH:13]2[C:14]2[CH:19]=[CH:18][CH:17]=[C:16]([Cl:20])[C:15]=2[F:21])=[O:23])=[C:26]([O:33][CH3:34])[CH:27]=1)(=[O:41])[NH2:32]. The catalyst class is: 16. (2) Reactant: [H-].[Na+].[CH2:3]([OH:7])[C:4]#[C:5][CH3:6].Cl[C:9]1[N:14]=[CH:13][N:12]=[C:11]([O:15][CH2:16][C:17]([CH3:20])([OH:19])[CH3:18])[CH:10]=1.[Cl-].[NH4+]. Product: [CH2:3]([O:7][C:9]1[CH:10]=[C:11]([O:15][CH2:16][C:17]([OH:19])([CH3:18])[CH3:20])[N:12]=[CH:13][N:14]=1)[C:4]#[C:5][CH3:6]. The catalyst class is: 7. (3) Reactant: [ClH:1].[C:2]1([NH:8][CH:9]([C:13]2[S:14][CH:15]=[CH:16][CH:17]=2)[C:10]([OH:12])=[O:11])[CH:7]=[CH:6][CH:5]=[CH:4][CH:3]=1.C1CCC(N=C=NC2CCCCC2)CC1.C1C=CC2N(O)N=NC=2C=1.[N:43]12[CH2:50][CH2:49][CH:46]([CH2:47][CH2:48]1)[C@@H:45](O)[CH2:44]2. Product: [ClH:1].[C:2]1([NH:8][CH:9]([C:13]2[S:14][CH:15]=[CH:16][CH:17]=2)[C:10]([O:12][C@@H:45]2[CH:46]3[CH2:49][CH2:50][N:43]([CH2:48][CH2:47]3)[CH2:44]2)=[O:11])[CH:3]=[CH:4][CH:5]=[CH:6][CH:7]=1. The catalyst class is: 1. (4) Reactant: [CH3:1][N:2]1[C:10]2[C:9]([O:11][C:12]3[CH:18]=[CH:17][C:15]([NH2:16])=[CH:14][CH:13]=3)=[N:8][CH:7]=[N:6][C:5]=2[CH:4]=[CH:3]1.C(N(CC)CC)C.[C:26]1([CH3:35])[CH:31]=[CH:30][CH:29]=[C:28]([N:32]=[C:33]=[O:34])[CH:27]=1. Product: [CH3:35][C:26]1[CH:27]=[C:28]([NH:32][C:33]([NH:16][C:15]2[CH:17]=[CH:18][C:12]([O:11][C:9]3[C:10]4[N:2]([CH3:1])[CH:3]=[CH:4][C:5]=4[N:6]=[CH:7][N:8]=3)=[CH:13][CH:14]=2)=[O:34])[CH:29]=[CH:30][CH:31]=1. The catalyst class is: 7. (5) Reactant: [Cl:1][C:2]1[CH:32]=[CH:31][CH:30]=[C:29]([F:33])[C:3]=1[CH2:4][C@H:5]([C:9](=[O:28])[N:10]1[C@@H:14](C2C=CC=CC=2)[C@@H:13]([C:21]2C=C[CH:24]=[CH:23][CH:22]=2)O[C:11]1=O)[CH2:6]C=O.C1(N)CCCCC1.CC(O)=O.[BH-](OC(C)=O)(OC(C)=O)OC(C)=O.[Na+]. Product: [Cl:1][C:2]1[CH:32]=[CH:31][CH:30]=[C:29]([F:33])[C:3]=1[CH2:4][C@H:5]1[CH2:6][CH2:11][N:10]([CH:14]2[CH2:13][CH2:21][CH2:22][CH2:23][CH2:24]2)[C:9]1=[O:28]. The catalyst class is: 1. (6) Reactant: C(=O)([O-])[O-].[K+].[K+].[NH2:7][CH:8]1[CH2:13][CH2:12][N:11]([CH2:14][CH2:15][N:16]2[CH:20]=[C:19]([NH:21][C:22]([C:24]3[CH:25]=[N:26][N:27]4[CH:32]=[CH:31][CH:30]=[N:29][C:28]=34)=[O:23])[C:18]([C:33]3[CH:38]=[C:37]([Cl:39])[CH:36]=[CH:35][C:34]=3[O:40][CH:41]([F:43])[F:42])=[N:17]2)[CH2:10][CH2:9]1.Br[CH2:45][C:46]([O:48][C:49]([CH3:52])([CH3:51])[CH3:50])=[O:47]. Product: [Cl:39][C:37]1[CH:36]=[CH:35][C:34]([O:40][CH:41]([F:43])[F:42])=[C:33]([C:18]2[C:19]([NH:21][C:22]([C:24]3[CH:25]=[N:26][N:27]4[CH:32]=[CH:31][CH:30]=[N:29][C:28]=34)=[O:23])=[CH:20][N:16]([CH2:15][CH2:14][N:11]3[CH2:12][CH2:13][CH:8]([NH:7][CH2:45][C:46]([O:48][C:49]([CH3:52])([CH3:51])[CH3:50])=[O:47])[CH2:9][CH2:10]3)[N:17]=2)[CH:38]=1. The catalyst class is: 3. (7) Reactant: Cl[C:2]1[C:7]([C:8]2[CH:13]=[C:12]([S:14]([CH2:17][CH3:18])(=[O:16])=[O:15])[CH:11]=[CH:10][C:9]=2F)=[CH:6][N:5]([CH3:20])[C:4](=[O:21])[CH:3]=1.[F:22][C:23]1[CH:28]=[C:27]([F:29])[CH:26]=[CH:25][C:24]=1[OH:30].[C:31](=[O:34])([O-])[O-].[Cs+].[Cs+]. Product: [F:22][C:23]1[CH:28]=[C:27]([F:29])[CH:26]=[CH:25][C:24]=1[O:30][C:2]1[C:7]([C:8]2[CH:13]=[C:12]([S:14]([CH2:17][CH3:18])(=[O:16])=[O:15])[CH:11]=[CH:10][C:9]=2[O:34][C:31]2[CH:25]=[CH:24][C:23]([F:22])=[CH:28][C:27]=2[F:29])=[CH:6][N:5]([CH3:20])[C:4](=[O:21])[CH:3]=1. The catalyst class is: 16. (8) Product: [Cl:8][C:9]1[CH:28]=[CH:27][C:12]([O:13][C:14]2[C:23]3[C:18](=[CH:19][C:20]([O:26][CH2:45][CH2:44][CH2:43][N:40]4[CH2:41][CH2:42][N:37]([CH3:36])[CH2:38][CH2:39]4)=[C:21]([O:24][CH3:25])[CH:22]=3)[N:17]=[CH:16][N:15]=2)=[C:11]([F:29])[CH:10]=1. Reactant: FC(F)(F)C(O)=O.[Cl:8][C:9]1[CH:28]=[CH:27][C:12]([O:13][C:14]2[C:23]3[C:18](=[CH:19][C:20]([OH:26])=[C:21]([O:24][CH3:25])[CH:22]=3)[N:17]=[CH:16][N:15]=2)=[C:11]([F:29])[CH:10]=1.C(=O)([O-])[O-].[K+].[K+].[CH3:36][N:37]1[CH2:42][CH2:41][N:40]([CH2:43][CH2:44][CH2:45]OS(C2C=CC(C)=CC=2)(=O)=O)[CH2:39][CH2:38]1. The catalyst class is: 18.